Dataset: Forward reaction prediction with 1.9M reactions from USPTO patents (1976-2016). Task: Predict the product of the given reaction. Given the reactants Br[C:2]1[CH:10]=[C:9]2[C:5]([CH:6]=[CH:7][NH:8]2)=[CH:4][CH:3]=1.[CH2:11]([C:13]1[CH:18]=[CH:17][C:16](B(O)O)=[CH:15][CH:14]=1)[CH3:12], predict the reaction product. The product is: [CH2:11]([C:13]1[CH:18]=[CH:17][C:16]([C:2]2[CH:10]=[C:9]3[C:5]([CH:6]=[CH:7][NH:8]3)=[CH:4][CH:3]=2)=[CH:15][CH:14]=1)[CH3:12].